This data is from NCI-60 drug combinations with 297,098 pairs across 59 cell lines. The task is: Regression. Given two drug SMILES strings and cell line genomic features, predict the synergy score measuring deviation from expected non-interaction effect. (1) Drug 1: CCC(=C(C1=CC=CC=C1)C2=CC=C(C=C2)OCCN(C)C)C3=CC=CC=C3.C(C(=O)O)C(CC(=O)O)(C(=O)O)O. Drug 2: CCC1(CC2CC(C3=C(CCN(C2)C1)C4=CC=CC=C4N3)(C5=C(C=C6C(=C5)C78CCN9C7C(C=CC9)(C(C(C8N6C)(C(=O)OC)O)OC(=O)C)CC)OC)C(=O)OC)O.OS(=O)(=O)O. Cell line: SK-MEL-28. Synergy scores: CSS=12.3, Synergy_ZIP=5.03, Synergy_Bliss=11.0, Synergy_Loewe=7.89, Synergy_HSA=6.68. (2) Drug 1: C1CCN(CC1)CCOC2=CC=C(C=C2)C(=O)C3=C(SC4=C3C=CC(=C4)O)C5=CC=C(C=C5)O. Synergy scores: CSS=-2.31, Synergy_ZIP=2.21, Synergy_Bliss=2.81, Synergy_Loewe=-4.77, Synergy_HSA=-3.00. Cell line: KM12. Drug 2: C1=NC(=NC(=O)N1C2C(C(C(O2)CO)O)O)N.